Dataset: Full USPTO retrosynthesis dataset with 1.9M reactions from patents (1976-2016). Task: Predict the reactants needed to synthesize the given product. Given the product [Br:27][C:28]1[S:32][C:31]([S:33]([NH:3][C@@H:4]([CH2:16][N:17]([CH3:18])[CH3:19])[CH2:5][C:6]([O:8][CH2:9][C:10]2[CH:15]=[CH:14][CH:13]=[CH:12][CH:11]=2)=[O:7])(=[O:35])=[O:34])=[CH:30][CH:29]=1, predict the reactants needed to synthesize it. The reactants are: Cl.Cl.[NH2:3][C@@H:4]([CH2:16][N:17]([CH3:19])[CH3:18])[CH2:5][C:6]([O:8][CH2:9][C:10]1[CH:15]=[CH:14][CH:13]=[CH:12][CH:11]=1)=[O:7].C(N(CC)CC)C.[Br:27][C:28]1[S:32][C:31]([S:33](Cl)(=[O:35])=[O:34])=[CH:30][CH:29]=1.